Dataset: NCI-60 drug combinations with 297,098 pairs across 59 cell lines. Task: Regression. Given two drug SMILES strings and cell line genomic features, predict the synergy score measuring deviation from expected non-interaction effect. Drug 1: CC1=CC2C(CCC3(C2CCC3(C(=O)C)OC(=O)C)C)C4(C1=CC(=O)CC4)C. Drug 2: CC1CCC2CC(C(=CC=CC=CC(CC(C(=O)C(C(C(=CC(C(=O)CC(OC(=O)C3CCCCN3C(=O)C(=O)C1(O2)O)C(C)CC4CCC(C(C4)OC)O)C)C)O)OC)C)C)C)OC. Cell line: RPMI-8226. Synergy scores: CSS=32.7, Synergy_ZIP=9.42, Synergy_Bliss=6.30, Synergy_Loewe=-6.44, Synergy_HSA=8.28.